This data is from Forward reaction prediction with 1.9M reactions from USPTO patents (1976-2016). The task is: Predict the product of the given reaction. (1) Given the reactants [C:1]([O:5][CH:6]([C:12]1[C:16](B2OC(C)(C)C(C)(C)O2)=[C:15]([CH3:26])[S:14][C:13]=1[CH3:27])[C:7]([O:9][CH2:10][CH3:11])=[O:8])([CH3:4])([CH3:3])[CH3:2].FC(F)(F)S(O[C:34]1[CH2:39][CH2:38][CH2:37][CH2:36][CH:35]=1)(=O)=O.C(=O)([O-])[O-].[Cs+].[Cs+], predict the reaction product. The product is: [C:1]([O:5][CH:6]([C:12]1[C:16]([C:34]2[CH2:39][CH2:38][CH2:37][CH2:36][CH:35]=2)=[C:15]([CH3:26])[S:14][C:13]=1[CH3:27])[C:7]([O:9][CH2:10][CH3:11])=[O:8])([CH3:2])([CH3:3])[CH3:4]. (2) Given the reactants [CH3:1][C:2]1[CH:10]=[CH:9][C:8]2[N:7]([CH2:11][CH:12]([C:14]3[CH:19]=[CH:18][N:17]=[CH:16][CH:15]=3)[OH:13])[C:6]3[CH2:20][CH2:21][N:22]4[C@@H:26]([C:5]=3[C:4]=2[CH:3]=1)[CH2:25][CH2:24][CH2:23]4.[H-].[Na+].Br[CH2:30][CH:31]1[CH2:34][CH2:33][CH2:32]1, predict the reaction product. The product is: [CH:31]1([CH2:30][O:13][CH:12]([C:14]2[CH:19]=[CH:18][N:17]=[CH:16][CH:15]=2)[CH2:11][N:7]2[C:8]3[CH:9]=[CH:10][C:2]([CH3:1])=[CH:3][C:4]=3[C:5]3[C@@H:26]4[N:22]([CH2:21][CH2:20][C:6]2=3)[CH2:23][CH2:24][CH2:25]4)[CH2:34][CH2:33][CH2:32]1. (3) Given the reactants [NH2:1][C:2]1[CH:7]=[CH:6][C:5]([O:8][C:9]2[CH:14]=[CH:13][C:12]([S:15]([CH3:18])(=[O:17])=[O:16])=[CH:11][N:10]=2)=[CH:4][C:3]=1[OH:19].Cl.[N:21]([O-])=O.[Na+].[CH3:25][CH:26](C(=O)C)[C:27]([O:29][CH2:30][CH3:31])=[O:28].[OH-].[K+], predict the reaction product. The product is: [OH:19][C:3]1[CH:4]=[C:5]([O:8][C:9]2[CH:14]=[CH:13][C:12]([S:15]([CH3:18])(=[O:17])=[O:16])=[CH:11][N:10]=2)[CH:6]=[CH:7][C:2]=1[NH:1][N:21]=[C:26]([CH3:25])[C:27]([O:29][CH2:30][CH3:31])=[O:28]. (4) Given the reactants C(O[C:6]([C:8]1[N:9]=[C:10]([C:29]#[N:30])[C:11]2[C:16]([C:17]=1[OH:18])=[CH:15][CH:14]=[C:13]([O:19][C:20]1[CH:28]=[CH:27][C:23]3[O:24][CH2:25][O:26][C:22]=3[CH:21]=1)[CH:12]=2)=[O:7])CCC.[NH2:31][CH2:32][C:33]([OH:35])=[O:34], predict the reaction product. The product is: [O:24]1[C:23]2[CH:27]=[CH:28][C:20]([O:19][C:13]3[CH:12]=[C:11]4[C:16]([C:17]([OH:18])=[C:8]([C:6]([NH:31][CH2:32][C:33]([OH:35])=[O:34])=[O:7])[N:9]=[C:10]4[C:29]#[N:30])=[CH:15][CH:14]=3)=[CH:21][C:22]=2[O:26][CH2:25]1. (5) Given the reactants [CH:1]([C:3]1[CH:4]=[C:5]([N:9]2[C:13](=[O:14])[CH2:12][CH:11]([C:15]([O:17][CH3:18])=[O:16])[CH2:10]2)[CH:6]=[CH:7][CH:8]=1)=O.[NH2:19][C:20]1[CH:25]=[CH:24][CH:23]=[CH:22][N:21]=1.CC(O)=O, predict the reaction product. The product is: [O:14]=[C:13]1[N:9]([C:5]2[CH:6]=[CH:7][CH:8]=[C:3]([CH2:1][NH:19][C:20]3[CH:25]=[CH:24][CH:23]=[CH:22][N:21]=3)[CH:4]=2)[CH2:10][CH:11]([C:15]([O:17][CH3:18])=[O:16])[CH2:12]1. (6) The product is: [CH:21]1([CH2:26][C@@H:27]([C:28]([NH:9][NH:8][C:7]2[C:2]([F:1])=[C:3]([N:11]3[CH2:12][CH:13]([N:18]([CH3:20])[CH3:19])[C:14]([CH3:17])([CH3:16])[CH2:15]3)[N:4]=[C:5]([CH3:10])[N:6]=2)=[O:29])[CH2:31][N:32]([O:33][CH2:34][C:35]2[CH:40]=[CH:39][CH:38]=[CH:37][CH:36]=2)[CH:41]=[O:42])[CH2:25][CH2:24][CH2:23][CH2:22]1. Given the reactants [F:1][C:2]1[C:3]([N:11]2[CH2:15][C:14]([CH3:17])([CH3:16])[CH:13]([N:18]([CH3:20])[CH3:19])[CH2:12]2)=[N:4][C:5]([CH3:10])=[N:6][C:7]=1[NH:8][NH2:9].[CH:21]1([CH2:26][C@H:27]([CH2:31][N:32]([CH:41]=[O:42])[O:33][CH2:34][C:35]2[CH:40]=[CH:39][CH:38]=[CH:37][CH:36]=2)[C:28](O)=[O:29])[CH2:25][CH2:24][CH2:23][CH2:22]1.CN1CCOCC1.ON1C2N=CC=CC=2N=N1.C(Cl)CCl, predict the reaction product. (7) Given the reactants I[C:2]1[CH:7]=[CH:6][C:5]([C:8]2[N:9]([C:19]3[CH:20]=[N:21][CH:22]=[CH:23][CH:24]=3)[CH:10]=[C:11]([C:13]3[CH:18]=[CH:17][CH:16]=[CH:15][N:14]=3)[N:12]=2)=[CH:4][CH:3]=1.Cl.Cl.[CH3:27][N:28]([CH3:40])[CH2:29][CH2:30][C:31]1[C:39]2[C:34](=[N:35][CH:36]=[CH:37][CH:38]=2)[NH:33][CH:32]=1.[O-]P([O-])([O-])=O.[K+].[K+].[K+].N[C@@H]1CCCC[C@H]1N, predict the reaction product. The product is: [CH3:40][N:28]([CH3:27])[CH2:29][CH2:30][C:31]1[C:39]2[C:34](=[N:35][CH:36]=[CH:37][CH:38]=2)[N:33]([C:2]2[CH:7]=[CH:6][C:5]([C:8]3[N:9]([C:19]4[CH:20]=[N:21][CH:22]=[CH:23][CH:24]=4)[CH:10]=[C:11]([C:13]4[CH:18]=[CH:17][CH:16]=[CH:15][N:14]=4)[N:12]=3)=[CH:4][CH:3]=2)[CH:32]=1. (8) The product is: [Br:1][C:2]1[NH:6][CH:5]=[C:4]([CH2:16][N:17]([CH3:25])[C:18](=[O:24])[O:19][C:20]([CH3:21])([CH3:22])[CH3:23])[CH:3]=1. Given the reactants [Br:1][C:2]1[N:6](S(C2C=CC=CC=2)(=O)=O)[CH:5]=[C:4]([CH2:16][N:17]([CH3:25])[C:18](=[O:24])[O:19][C:20]([CH3:23])([CH3:22])[CH3:21])[CH:3]=1.O, predict the reaction product.